From a dataset of Reaction yield outcomes from USPTO patents with 853,638 reactions. Predict the reaction yield, written as a fraction of the theoretical maximum amount of product (1.0 means a 100% yield; for example, 0.34 means a 34% yield). (1) The reactants are [CH3:1][O:2][C:3](=[O:23])[NH:4][CH2:5][C@H:6]([CH2:11][C:12](=[O:22])[NH:13][C@H](C1C=CC=CC=1)C)[CH2:7][CH:8]([CH3:10])[CH3:9].O1CCCC1.N.[Na]. The catalyst is O. The product is [CH3:1][O:2][C:3](=[O:23])[NH:4][CH2:5][C@H:6]([CH2:11][C:12](=[O:22])[NH2:13])[CH2:7][CH:8]([CH3:9])[CH3:10]. The yield is 0.600. (2) The reactants are [F:1][C:2]1[CH:7]=[C:6]([F:8])[CH:5]=[CH:4][C:3]=1[CH2:9][CH2:10][C@@H:11]1[NH:16][CH2:15][CH2:14][N:13]([C:17]2[C:26]3[CH:25]=[C:24]([CH3:27])[S:23][C:22]=3[NH:21][C:20]3[CH:28]=[CH:29][CH:30]=[CH:31][C:19]=3[N:18]=2)[CH2:12]1.C=O.[C:34](O[BH-](OC(=O)C)OC(=O)C)(=O)C.[Na+]. The catalyst is ClCCCl. The product is [F:1][C:2]1[CH:7]=[C:6]([F:8])[CH:5]=[CH:4][C:3]=1[CH2:9][CH2:10][C@@H:11]1[N:16]([CH3:34])[CH2:15][CH2:14][N:13]([C:17]2[C:26]3[CH:25]=[C:24]([CH3:27])[S:23][C:22]=3[NH:21][C:20]3[CH:28]=[CH:29][CH:30]=[CH:31][C:19]=3[N:18]=2)[CH2:12]1. The yield is 0.920. (3) The catalyst is C(#N)C. The yield is 0.550. The reactants are [CH:1]([CH:4]1[NH:9][CH2:8][CH2:7][N:6]([C:10]([O:12][CH2:13][C:14]2[CH:19]=[CH:18][CH:17]=[CH:16][CH:15]=2)=[O:11])[CH2:5]1)([CH3:3])[CH3:2].[C:20]([N:22]=[C:23](OC1C=CC=CC=1)[NH:24][C:25]1[CH:30]=[CH:29][CH:28]=[CH:27][C:26]=1[CH3:31])#[N:21]. The product is [C:20]([N:22]=[C:23]([N:9]1[CH2:8][CH2:7][N:6]([C:10]([O:12][CH2:13][C:14]2[CH:15]=[CH:16][CH:17]=[CH:18][CH:19]=2)=[O:11])[CH2:5][CH:4]1[CH:1]([CH3:3])[CH3:2])[NH:24][C:25]1[CH:30]=[CH:29][CH:28]=[CH:27][C:26]=1[CH3:31])#[N:21]. (4) The reactants are [C:1]([O:5][C:6]([N:8]1[CH2:13][CH2:12][CH:11]([OH:14])[CH2:10][CH2:9]1)=[O:7])([CH3:4])([CH3:3])[CH3:2].[CH:15]([C:18]1[CH:23]=[C:22]([N+:24]([O-:26])=[O:25])[CH:21]=[CH:20][C:19]=1O)([CH3:17])[CH3:16].C1(P(C2C=CC=CC=2)C2C=CC=CC=2)C=CC=CC=1.N(C(OCC)=O)=NC(OCC)=O. The catalyst is ClCCl. The product is [C:1]([O:5][C:6]([N:8]1[CH2:13][CH2:12][CH:11]([O:14][C:19]2[CH:20]=[CH:21][C:22]([N+:24]([O-:26])=[O:25])=[CH:23][C:18]=2[CH:15]([CH3:17])[CH3:16])[CH2:10][CH2:9]1)=[O:7])([CH3:4])([CH3:2])[CH3:3]. The yield is 0.760. (5) The reactants are Br[C:2]1[CH:23]=[CH:22][C:5]2[C:6]3[N:7]=[C:8]([C:14]4[N:15]([CH:19]([CH3:21])[CH3:20])[N:16]=[CH:17][N:18]=4)[S:9][C:10]=3[CH2:11][CH2:12][O:13][C:4]=2[CH:3]=1.[OH-:24].[K+].C(P(C(C)(C)C)C1C(C)=C(C)C(C)=C(C)C=1C1C(C(C)C)=CC(C(C)C)=CC=1C(C)C)(C)(C)C.O. The catalyst is O1CCOCC1.C1C=CC(/C=C/C(/C=C/C2C=CC=CC=2)=O)=CC=1.C1C=CC(/C=C/C(/C=C/C2C=CC=CC=2)=O)=CC=1.C1C=CC(/C=C/C(/C=C/C2C=CC=CC=2)=O)=CC=1.[Pd].[Pd]. The product is [CH:19]([N:15]1[C:14]([C:8]2[S:9][C:10]3[CH2:11][CH2:12][O:13][C:4]4[CH:3]=[C:2]([OH:24])[CH:23]=[CH:22][C:5]=4[C:6]=3[N:7]=2)=[N:18][CH:17]=[N:16]1)([CH3:21])[CH3:20]. The yield is 0.540. (6) The reactants are Br[C:2]1[CH:3]=[CH:4][C:5]([NH:8][CH2:9][C:10]2[CH:15]=[CH:14][C:13]([C:16]([F:19])([F:18])[F:17])=[CH:12][CH:11]=2)=[N:6][CH:7]=1.C([Li])(C)(C)C.CN(C)[CH:27]=[O:28]. The catalyst is O1CCCC1. The product is [F:17][C:16]([F:19])([F:18])[C:13]1[CH:14]=[CH:15][C:10]([CH2:9][NH:8][C:5]2[N:6]=[CH:7][C:2]([CH:27]=[O:28])=[CH:3][CH:4]=2)=[CH:11][CH:12]=1. The yield is 0.560.